Dataset: Full USPTO retrosynthesis dataset with 1.9M reactions from patents (1976-2016). Task: Predict the reactants needed to synthesize the given product. (1) Given the product [NH2:22][CH:18]1[CH2:19][CH2:20][CH2:21][CH:16]([O:15][C:3]2[C:2]([Cl:1])=[CH:7][N:6]=[C:5]([NH:8][C:9]3[CH:10]=[N:11][N:12]([CH3:14])[CH:13]=3)[N:4]=2)[CH2:17]1, predict the reactants needed to synthesize it. The reactants are: [Cl:1][C:2]1[C:3]([O:15][CH:16]2[CH2:21][CH2:20][CH2:19][CH:18]([NH:22]C(=O)OC(C)(C)C)[CH2:17]2)=[N:4][C:5]([NH:8][C:9]2[CH:10]=[N:11][N:12]([CH3:14])[CH:13]=2)=[N:6][CH:7]=1.C(O)(C(F)(F)F)=O. (2) Given the product [NH2:55][C:49]1[CH:50]=[C:51]([Br:54])[CH:52]=[CH:53][C:48]=1[NH:47][C:46]([C@@H:45]1[CH2:44][C:41]2([O:73][CH2:72][CH2:71][O:70]2)[CH2:40][N:39]1[C:37]([O:36][CH2:29][C:30]1[CH:31]=[CH:32][CH:33]=[CH:34][CH:35]=1)=[O:38])=[O:56], predict the reactants needed to synthesize it. The reactants are: C(OC(N1C(C(=O)NC2C=C(Br)C=CC=2N)CC2(CC2)C1)=O)C1C=CC=CC=1.[CH2:29]([O:36][C:37]([N:39]1[CH:45]([C:46](=[O:56])[NH:47][C:48]2[CH:53]=[CH:52][C:51]([Br:54])=[CH:50][C:49]=2[NH2:55])[CH2:44][C:41]2(CC2)[CH2:40]1)=[O:38])[C:30]1[CH:35]=[CH:34][CH:33]=[CH:32][CH:31]=1.C(OC(N1[C@H](C(O)=O)CC2([O:73][CH2:72][CH2:71][O:70]2)C1)=O)C1C=CC=CC=1. (3) Given the product [Br:12][C:1]1[C:10]2[CH2:9][CH2:8][CH2:7][CH2:6][C:5]=2[CH:4]=[CH:3][C:2]=1[OH:11].[Br:12][C:3]1[C:2]([OH:11])=[CH:1][C:10]2[CH2:9][CH2:8][CH2:7][CH2:6][C:5]=2[CH:4]=1, predict the reactants needed to synthesize it. The reactants are: [CH:1]1[C:10]2[CH2:9][CH2:8][CH2:7][CH2:6][C:5]=2[CH:4]=[CH:3][C:2]=1[OH:11].[Br:12]Br. (4) Given the product [CH3:12][C:13]1[CH:14]=[CH:15][C:16]2[N:17]([CH:2]=[C:3]([C:5]3[CH:10]=[CH:9][C:8]([CH3:11])=[CH:7][CH:6]=3)[N:19]=2)[CH:18]=1, predict the reactants needed to synthesize it. The reactants are: Br[CH2:2][C:3]([C:5]1[CH:10]=[CH:9][C:8]([CH3:11])=[CH:7][CH:6]=1)=O.[CH3:12][C:13]1[CH:14]=[CH:15][C:16]([NH2:19])=[N:17][CH:18]=1.C([O-])(O)=O.[Na+].O. (5) Given the product [C:10]([C:7]1[CH:8]=[CH:9][C:4]([C:1]([OH:3])=[O:2])=[CH:5][CH:6]=1)#[CH:11], predict the reactants needed to synthesize it. The reactants are: [C:1]([C:4]1[CH:9]=[CH:8][C:7]([C:10]#[C:11][Si](C)(C)C)=[CH:6][CH:5]=1)([OH:3])=[O:2].[OH-].[K+].